From a dataset of HIV replication inhibition screening data with 41,000+ compounds from the AIDS Antiviral Screen. Binary Classification. Given a drug SMILES string, predict its activity (active/inactive) in a high-throughput screening assay against a specified biological target. (1) The drug is CC1(C)C(=O)C(=Cc2ccccc2)C(C)(C)C1(C)C. The result is 0 (inactive). (2) The result is 0 (inactive). The drug is Clc1ccc(C=NN=C(NN=Cc2ccc(Cl)cc2Cl)NN=Cc2ccc(Cl)cc2Cl)c(Cl)c1. (3) The molecule is [Li]Cl. The result is 0 (inactive). (4) The drug is CN1C2CCC1CC(O)C2. The result is 0 (inactive). (5) The compound is CS(=O)(=O)c1nc(NCCc2ccccc2)c2cnn(C3CCCCO3)c2n1. The result is 0 (inactive). (6) The compound is COC1C=COC2(C)Oc3c(C)c(O)c4c(O)c(c(C=NN5CCN(Cc6ccccc6)CC5)c(O)c4c3C2=O)NC(=O)C(C)=CC=CC(C)C(O)C(C)C(O)C(C)C(OC(C)=O)C1C. The result is 0 (inactive). (7) The molecule is CCC12OC(COc3ccccc3)CN1CCS2. The result is 0 (inactive). (8) The compound is CCCCCC=C(c1cc(Cl)c(OC)c(C(=O)O)c1)c1cc(Cl)c(OC)c(C(=O)O)c1.N. The result is 1 (active). (9) The drug is CCc1cccc(CC)c1NC(=S)NC=C(C#N)C(=O)c1ccc2ccccc2c1. The result is 0 (inactive).